From a dataset of Reaction yield outcomes from USPTO patents with 853,638 reactions. Predict the reaction yield, written as a fraction of the theoretical maximum amount of product (1.0 means a 100% yield; for example, 0.34 means a 34% yield). (1) The product is [Br:1][C:2]1[C:3]2[N:4]([CH:15]=[N:14][N:13]=2)[C:5]2[C:10]([CH:11]=1)=[CH:9][CH:8]=[C:7]([Cl:12])[CH:6]=2. The yield is 0.780. The reactants are [Br:1][C:2]1[C:3]([NH:13][NH2:14])=[N:4][C:5]2[C:10]([CH:11]=1)=[CH:9][CH:8]=[C:7]([Cl:12])[CH:6]=2.[CH:15](OCC)(OCC)OCC. No catalyst specified. (2) The reactants are C(N(CC)CC)C.[CH3:8][C:9]1([CH3:16])[CH2:13][NH:12][C@@H:11]([CH2:14][OH:15])[CH2:10]1.[S:17](Cl)(Cl)(=[O:19])=[O:18]. The catalyst is C(Cl)Cl. The product is [CH3:8][C:9]1([CH3:16])[CH2:13][N:12]2[S:17](=[O:19])(=[O:18])[O:15][CH2:14][C@H:11]2[CH2:10]1. The yield is 0.210. (3) The reactants are [C:1]([O:5][C:6]1[CH:14]=[C:13]2[C:9]([CH:10]=[C:11]([C:15]([CH3:18])([CH3:17])[CH3:16])[NH:12]2)=[CH:8][C:7]=1[N+:19]([O-])=O)([CH3:4])([CH3:3])[CH3:2]. The catalyst is CO.[Ni]. The product is [C:1]([O:5][C:6]1[CH:14]=[C:13]2[C:9]([CH:10]=[C:11]([C:15]([CH3:18])([CH3:17])[CH3:16])[NH:12]2)=[CH:8][C:7]=1[NH2:19])([CH3:4])([CH3:3])[CH3:2]. The yield is 0.320.